From a dataset of Reaction yield outcomes from USPTO patents with 853,638 reactions. Predict the reaction yield, written as a fraction of the theoretical maximum amount of product (1.0 means a 100% yield; for example, 0.34 means a 34% yield). (1) The reactants are [CH3:1][O:2][C:3]([C:5]1[CH:13]=[CH:12][C:8]([C:9]([OH:11])=O)=[CH:7][CH:6]=1)=[O:4].C(N(CC)CC)C.CN(C(ON1N=NC2C=CC=NC1=2)=[N+](C)C)C.F[P-](F)(F)(F)(F)F.[NH2:45][CH:46]1[CH2:51][CH2:50][N:49]([CH2:52][C:53]2[CH:60]=[CH:59][C:56]([C:57]#[N:58])=[CH:55][CH:54]=2)[CH2:48][CH2:47]1.Cl. The catalyst is CN(C)C=O.O. The product is [C:57]([C:56]1[CH:55]=[CH:54][C:53]([CH2:52][N:49]2[CH2:48][CH2:47][CH:46]([NH:45][C:9]([C:8]3[CH:7]=[CH:6][C:5]([C:3]([O:2][CH3:1])=[O:4])=[CH:13][CH:12]=3)=[O:11])[CH2:51][CH2:50]2)=[CH:60][CH:59]=1)#[N:58]. The yield is 0.440. (2) The reactants are [NH2:1][N:2]1[CH:11]=[CH:10][C:9]2[N:8]=[CH:7][CH:6]=[CH:5][C:4]=2[C:3]1=[NH2+:12].CC1C=C(C)C=C(C)C=1S([O-])(=O)=O.[Cl:26][CH:27]([Cl:32])[C:28](OC)=O.C([O-])([O-])=O.[K+].[K+]. The catalyst is CCO. The product is [Cl:26][CH:27]([Cl:32])[C:28]1[N:12]=[C:3]2[C:4]3[CH:5]=[CH:6][CH:7]=[N:8][C:9]=3[CH:10]=[CH:11][N:2]2[N:1]=1. The yield is 0.290. (3) The reactants are [Cl:1][C:2]1[C:6]([CH3:7])=[C:5]([C:8]2[CH:9]=[C:10]([C:13]([OH:15])=O)[S:11][CH:12]=2)[N:4]([CH3:16])[N:3]=1.[NH2:17][C@@H:18]([CH2:31][C:32]1[CH:37]=[CH:36][CH:35]=[C:34]([F:38])[CH:33]=1)[CH2:19][N:20]1[C:28](=[O:29])[C:27]2[C:22](=[CH:23][CH:24]=[CH:25][CH:26]=2)[C:21]1=[O:30].CC(OC(N[C@H](C(O)=O)CC1C=CC=CC=1C(F)(F)F)=O)(C)C.C1CN([P+](Br)(N2CCCC2)N2CCCC2)CC1.F[P-](F)(F)(F)(F)F.CCN(C(C)C)C(C)C. The catalyst is C(Cl)(Cl)Cl. The product is [Cl:1][C:2]1[C:6]([CH3:7])=[C:5]([C:8]2[CH:9]=[C:10]([C:13]([NH:17][C@@H:18]([CH2:31][C:32]3[CH:37]=[CH:36][CH:35]=[C:34]([F:38])[CH:33]=3)[CH2:19][N:20]3[C:28](=[O:29])[C:27]4[C:22](=[CH:23][CH:24]=[CH:25][CH:26]=4)[C:21]3=[O:30])=[O:15])[S:11][CH:12]=2)[N:4]([CH3:16])[N:3]=1. The yield is 0.670. (4) The reactants are [S:1]1[C:5]([CH2:6][O:7][C:8]([NH:10][C@@H:11]([CH2:33][C:34]2[CH:39]=[CH:38][CH:37]=[CH:36][CH:35]=2)[CH2:12][NH:13][CH2:14][C@@H:15]([NH:23][C:24]([O:26][CH2:27][C:28]2[S:32][CH:31]=[N:30][CH:29]=2)=[O:25])[CH2:16][C:17]2[CH:22]=[CH:21][CH:20]=[CH:19][CH:18]=2)=[O:9])=[CH:4][N:3]=[CH:2]1.[CH3:40][CH:41]([CH3:44])[CH:42]=O.C(O)(=O)C.C(O[BH-](OC(=O)C)OC(=O)C)(=O)C.[Na+].C(=O)(O)[O-].[Na+]. The catalyst is ClCCCl. The product is [CH3:40][CH:41]([CH3:44])[CH2:42][N:13]([CH2:14][C@@H:15]([NH:23][C:24]([O:26][CH2:27][C:28]1[S:32][CH:31]=[N:30][CH:29]=1)=[O:25])[CH2:16][C:17]1[CH:18]=[CH:19][CH:20]=[CH:21][CH:22]=1)[CH2:12][C@@H:11]([NH:10][C:8]([O:7][CH2:6][C:5]1[S:1][CH:2]=[N:3][CH:4]=1)=[O:9])[CH2:33][C:34]1[CH:39]=[CH:38][CH:37]=[CH:36][CH:35]=1. The yield is 0.780. (5) The reactants are Br[C:2]1[CH:3]=[C:4]([NH:10][C:11]2[CH:16]=[CH:15][C:14]([N:17]3[CH2:22][CH2:21][N:20]([CH:23]4[CH2:26][O:25][CH2:24]4)[CH2:19][C@@H:18]3[CH2:27][CH3:28])=[CH:13][N:12]=2)[C:5](=[O:9])[N:6]([CH3:8])[CH:7]=1.[C:29]([O:32][CH2:33][C:34]1[C:39](B2OC(C)(C)C(C)(C)O2)=[CH:38][C:37]([F:49])=[CH:36][C:35]=1[N:50]1[C:62](=[O:63])[C:61]2[S:60][C:59]3[CH2:58][CH2:57][CH2:56][CH2:55][C:54]=3[C:53]=2[CH:52]=[N:51]1)(=[O:31])[CH3:30].[O-]P([O-])([O-])=O.[K+].[K+].[K+].C([O-])(=O)C.[Na+]. The catalyst is C1C=CC(P(C2C=CC=CC=2)[C-]2C=CC=C2)=CC=1.C1C=CC(P(C2C=CC=CC=2)[C-]2C=CC=C2)=CC=1.Cl[Pd]Cl.[Fe+2].O.C(#N)C. The product is [C:29]([O:32][CH2:33][C:34]1[C:35]([N:50]2[C:62](=[O:63])[C:61]3[S:60][C:59]4[CH2:58][CH2:57][CH2:56][CH2:55][C:54]=4[C:53]=3[CH:52]=[N:51]2)=[CH:36][C:37]([F:49])=[CH:38][C:39]=1[C:2]1[CH:3]=[C:4]([NH:10][C:11]2[CH:16]=[CH:15][C:14]([N:17]3[CH2:22][CH2:21][N:20]([CH:23]4[CH2:26][O:25][CH2:24]4)[CH2:19][C@@H:18]3[CH2:27][CH3:28])=[CH:13][N:12]=2)[C:5](=[O:9])[N:6]([CH3:8])[CH:7]=1)(=[O:31])[CH3:30]. The yield is 0.410.